From a dataset of Full USPTO retrosynthesis dataset with 1.9M reactions from patents (1976-2016). Predict the reactants needed to synthesize the given product. (1) Given the product [O:70]1[CH:71]=[CH:67][CH:68]=[C:69]1[C:59]1[CH:54]=[CH:55][CH:56]=[CH:57][C:58]=1[CH2:53][NH:51][C:49]([C:48]1[CH:64]=[CH:65][C:45]([CH2:44][NH:43][C:32]([N:14]2[C:15]3[C:20](=[CH:19][CH:18]=[CH:17][C:16]=3[F:21])[N:11]([CH2:10][CH2:9][O:8][Si:1]([C:4]([CH3:7])([CH3:5])[CH3:6])([CH3:3])[CH3:2])[C:12](=[O:22])[CH2:13]2)=[O:33])=[C:46]([CH3:66])[CH:47]=1)=[O:50], predict the reactants needed to synthesize it. The reactants are: [Si:1]([O:8][CH2:9][CH2:10][N:11]1[C:20]2[C:15](=[C:16]([F:21])[CH:17]=[CH:18][CH:19]=2)[NH:14][CH2:13][C:12]1=[O:22])([C:4]([CH3:7])([CH3:6])[CH3:5])([CH3:3])[CH3:2].C(N(C(C)C)CC)(C)C.[C:32](Cl)(Cl)=[O:33].C1(C)C=CC=CC=1.[NH2:43][CH2:44][C:45]1[CH:65]=[CH:64][C:48]([C:49]([N:51]([C:53]2[CH:58]=[CH:57][CH:56]=[CH:55][C:54]=2[C:59]2OC=CC=2)C)=[O:50])=[CH:47][C:46]=1[CH3:66].[CH2:67]1[CH2:71][O:70][CH2:69][CH2:68]1. (2) Given the product [CH2:14]([NH:21][S:10]([C:7]1[CH:8]=[CH:9][C:4]([N+:1]([O-:3])=[O:2])=[CH:5][CH:6]=1)(=[O:12])=[O:11])[C:15]1[CH:20]=[CH:19][CH:18]=[CH:17][CH:16]=1, predict the reactants needed to synthesize it. The reactants are: [N+:1]([C:4]1[CH:9]=[CH:8][C:7]([S:10](Cl)(=[O:12])=[O:11])=[CH:6][CH:5]=1)([O-:3])=[O:2].[CH2:14]([NH2:21])[C:15]1[CH:20]=[CH:19][CH:18]=[CH:17][CH:16]=1.C(N(CC)CC)C. (3) Given the product [Cl:1][C:2]1[C:3]([F:27])=[C:4]([N:8]2[C:9](=[O:26])[C:10]3[C:15](=[CH:14][CH:13]=[CH:12][CH:11]=3)[C:16]2([C:18]2[CH:23]=[CH:22][C:21]3[N:24]=[C:34]([NH:33][C:31](=[O:32])[C:30]([O:29][CH3:28])=[O:44])[NH:25][C:20]=3[CH:19]=2)[OH:17])[CH:5]=[CH:6][CH:7]=1, predict the reactants needed to synthesize it. The reactants are: [Cl:1][C:2]1[C:3]([F:27])=[C:4]([N:8]2[C:16]([C:18]3[CH:23]=[CH:22][C:21]([NH2:24])=[C:20]([NH2:25])[CH:19]=3)([OH:17])[C:15]3[C:10](=[CH:11][CH:12]=[CH:13][CH:14]=3)[C:9]2=[O:26])[CH:5]=[CH:6][CH:7]=1.[CH3:28][O:29][C:30](=[O:44])[C:31]([NH:33]/[C:34](=N/C(=O)C(OC)=O)/SC)=[O:32].C(#N)C.O. (4) Given the product [CH:35]([C:32]1([C:27]2([CH3:26])[O:28][CH2:29][CH2:30][O:31]2)[CH2:33][CH2:34]1)=[CH:2][CH2:3][CH2:4][CH2:5][CH3:6], predict the reactants needed to synthesize it. The reactants are: [Br-].[CH2:2]([P+](C1C=CC=CC=1)(C1C=CC=CC=1)C1C=CC=CC=1)[CH2:3][CH2:4][CH2:5][CH3:6].[CH3:26][C:27]1([C:32]2([CH:35]=O)[CH2:34][CH2:33]2)[O:31][CH2:30][CH2:29][O:28]1. (5) Given the product [C:52]([O:51][C:49]1[CH:50]=[CH:45][C:46]([C:23](=[O:34])[NH:22][C:17]2[C:18](=[O:21])[O:19][C:20]3[C:15]([CH:16]=2)=[CH:14][CH:13]=[C:12]([O:35][CH:36]2[CH2:41][CH2:40][N:39]([CH3:42])[CH2:38][CH2:37]2)[C:11]=3[CH3:10])=[CH:47][C:48]=1[CH2:55][CH:1]=[C:2]([CH3:7])[CH3:3])(=[O:53])[CH3:61], predict the reactants needed to synthesize it. The reactants are: [C:1](N)(=O)[C:2]1[CH:7]=CC=C[CH:3]=1.[CH3:10][C:11]1[C:12]([O:35][CH:36]2[CH2:41][CH2:40][N:39]([CH3:42])[CH2:38][CH2:37]2)=[CH:13][CH:14]=[C:15]2[C:20]=1[O:19][C:18](=[O:21])[C:17]([NH:22][C:23](=[O:34])C(OCC1C=CC=CC=1)=O)=[CH:16]2.CO[C:45]1[CH:46]=[C:47](OCOC)[C:48]([CH3:55])=[C:49]([O:51][CH2:52][O:53]C)[CH:50]=1.N1C=CC=C[CH:61]=1.